This data is from NCI-60 drug combinations with 297,098 pairs across 59 cell lines. The task is: Regression. Given two drug SMILES strings and cell line genomic features, predict the synergy score measuring deviation from expected non-interaction effect. (1) Drug 1: CCC1=CC2CC(C3=C(CN(C2)C1)C4=CC=CC=C4N3)(C5=C(C=C6C(=C5)C78CCN9C7C(C=CC9)(C(C(C8N6C)(C(=O)OC)O)OC(=O)C)CC)OC)C(=O)OC.C(C(C(=O)O)O)(C(=O)O)O. Drug 2: C1=CC=C(C=C1)NC(=O)CCCCCCC(=O)NO. Cell line: HT29. Synergy scores: CSS=67.1, Synergy_ZIP=1.71, Synergy_Bliss=3.35, Synergy_Loewe=-14.5, Synergy_HSA=3.38. (2) Drug 1: CNC(=O)C1=CC=CC=C1SC2=CC3=C(C=C2)C(=NN3)C=CC4=CC=CC=N4. Drug 2: C1=CC(=C2C(=C1NCCNCCO)C(=O)C3=C(C=CC(=C3C2=O)O)O)NCCNCCO. Cell line: OVCAR-4. Synergy scores: CSS=29.2, Synergy_ZIP=-2.46, Synergy_Bliss=3.51, Synergy_Loewe=-3.60, Synergy_HSA=4.62. (3) Drug 1: COC1=CC(=CC(=C1O)OC)C2C3C(COC3=O)C(C4=CC5=C(C=C24)OCO5)OC6C(C(C7C(O6)COC(O7)C8=CC=CS8)O)O. Drug 2: CC1C(C(=O)NC(C(=O)N2CCCC2C(=O)N(CC(=O)N(C(C(=O)O1)C(C)C)C)C)C(C)C)NC(=O)C3=C4C(=C(C=C3)C)OC5=C(C(=O)C(=C(C5=N4)C(=O)NC6C(OC(=O)C(N(C(=O)CN(C(=O)C7CCCN7C(=O)C(NC6=O)C(C)C)C)C)C(C)C)C)N)C. Cell line: SNB-75. Synergy scores: CSS=21.6, Synergy_ZIP=-7.53, Synergy_Bliss=1.51, Synergy_Loewe=2.40, Synergy_HSA=2.10. (4) Drug 1: COC1=CC(=CC(=C1O)OC)C2C3C(COC3=O)C(C4=CC5=C(C=C24)OCO5)OC6C(C(C7C(O6)COC(O7)C8=CC=CS8)O)O. Drug 2: CCCCC(=O)OCC(=O)C1(CC(C2=C(C1)C(=C3C(=C2O)C(=O)C4=C(C3=O)C=CC=C4OC)O)OC5CC(C(C(O5)C)O)NC(=O)C(F)(F)F)O. Cell line: TK-10. Synergy scores: CSS=10.5, Synergy_ZIP=-4.36, Synergy_Bliss=-3.78, Synergy_Loewe=-4.12, Synergy_HSA=-2.48. (5) Drug 1: C1=CC(=CC=C1CCCC(=O)O)N(CCCl)CCCl. Synergy scores: CSS=16.9, Synergy_ZIP=-3.36, Synergy_Bliss=-0.636, Synergy_Loewe=-3.39, Synergy_HSA=-1.40. Drug 2: COC1=C2C(=CC3=C1OC=C3)C=CC(=O)O2. Cell line: K-562. (6) Drug 1: CC12CCC3C(C1CCC2=O)CC(=C)C4=CC(=O)C=CC34C. Drug 2: CN(C)N=NC1=C(NC=N1)C(=O)N. Cell line: MALME-3M. Synergy scores: CSS=37.2, Synergy_ZIP=3.15, Synergy_Bliss=2.67, Synergy_Loewe=-33.7, Synergy_HSA=0.928. (7) Drug 1: C(=O)(N)NO. Drug 2: C1CC(=O)NC(=O)C1N2C(=O)C3=CC=CC=C3C2=O. Cell line: MCF7. Synergy scores: CSS=1.30, Synergy_ZIP=-1.22, Synergy_Bliss=-1.75, Synergy_Loewe=-2.57, Synergy_HSA=-2.04.